From a dataset of Reaction yield outcomes from USPTO patents with 853,638 reactions. Predict the reaction yield, written as a fraction of the theoretical maximum amount of product (1.0 means a 100% yield; for example, 0.34 means a 34% yield). The reactants are [CH3:1][C:2]1([CH3:14])[O:6][C:5](=[O:7])[NH:4][C@H:3]1[C:8]1[CH:13]=[CH:12][CH:11]=[CH:10][CH:9]=1.[I:15][C:16]1[CH:21]=[CH:20][C:19](I)=[CH:18][CH:17]=1.P([O-])([O-])([O-])=O.[K+].[K+].[K+].CNCCNC. The catalyst is [Cu]I.O1CCOCC1. The product is [I:15][C:16]1[CH:21]=[CH:20][C:19]([N:4]2[C@@H:3]([C:8]3[CH:9]=[CH:10][CH:11]=[CH:12][CH:13]=3)[C:2]([CH3:14])([CH3:1])[O:6][C:5]2=[O:7])=[CH:18][CH:17]=1. The yield is 0.612.